This data is from Forward reaction prediction with 1.9M reactions from USPTO patents (1976-2016). The task is: Predict the product of the given reaction. (1) Given the reactants [CH2:1]([Sn:5]([CH2:17][CH2:18][CH2:19][CH3:20])([CH2:13][CH2:14][CH2:15][CH3:16])[C:6]1[C-:7]([CH:11]=[O:12])[CH:8]=[CH:9][CH:10]=1)[CH2:2][CH2:3][CH3:4].[CH-:21]1[CH:25]=[CH:24][CH:23]=[CH:22]1.[Fe+2:26].[CH2:27]1C[O:30][CH2:29][CH2:28]1.[BH4-].[Na+].O, predict the reaction product. The product is: [CH2:17]([Sn:5]([CH2:1][CH2:2][CH2:3][CH3:4])([CH2:13][CH2:14][CH2:15][CH3:16])[C:6]1[C-:7]([CH2:11][O:12][CH2:27][CH2:28][CH2:29][OH:30])[CH:8]=[CH:9][CH:10]=1)[CH2:18][CH2:19][CH3:20].[CH-:21]1[CH:25]=[CH:24][CH:23]=[CH:22]1.[Fe+2:26]. (2) Given the reactants NC1C(NC)=[CH:8][C:5]([C:6]#[N:7])=[C:4]([F:12])[CH:3]=1.C1N=CN([C:18]([N:20]2[CH:24]=[N:23][CH:22]=[CH:21]2)=O)C=1.C(OCC)(=[O:27])C.O, predict the reaction product. The product is: [F:12][C:4]1[C:5]([C:6]#[N:7])=[CH:8][C:21]2[N:20]([CH3:18])[C:24](=[O:27])[NH:23][C:22]=2[CH:3]=1. (3) Given the reactants Cl.[Cl:2][C:3]1[CH:4]=[C:5]([C:8]2[O:12][N:11]=[C:10]([C@H:13]3[CH2:18][CH2:17][CH2:16][NH:15][CH2:14]3)[N:9]=2)[NH:6][CH:7]=1.[F:19][C:20]1[CH:28]=[CH:27][C:23]([C:24](Cl)=[O:25])=[CH:22][CH:21]=1, predict the reaction product. The product is: [Cl:2][C:3]1[CH:4]=[C:5]([C:8]2[O:12][N:11]=[C:10]([C@H:13]3[CH2:18][CH2:17][CH2:16][N:15]([C:24]([C:23]4[CH:27]=[CH:28][C:20]([F:19])=[CH:21][CH:22]=4)=[O:25])[CH2:14]3)[N:9]=2)[NH:6][CH:7]=1.